From a dataset of Peptide-MHC class I binding affinity with 185,985 pairs from IEDB/IMGT. Regression. Given a peptide amino acid sequence and an MHC pseudo amino acid sequence, predict their binding affinity value. This is MHC class I binding data. (1) The peptide sequence is LPFRNCPRF. The MHC is HLA-B07:02 with pseudo-sequence HLA-B07:02. The binding affinity (normalized) is 0.351. (2) The peptide sequence is YVDYMPVMKR. The MHC is HLA-A68:01 with pseudo-sequence HLA-A68:01. The binding affinity (normalized) is 0.572. (3) The peptide sequence is GKIKGKYSY. The MHC is HLA-B73:01 with pseudo-sequence HLA-B73:01. The binding affinity (normalized) is 0.0847. (4) The peptide sequence is YAKKFKTGM. The MHC is HLA-A02:06 with pseudo-sequence HLA-A02:06. The binding affinity (normalized) is 0.0847.